This data is from Catalyst prediction with 721,799 reactions and 888 catalyst types from USPTO. The task is: Predict which catalyst facilitates the given reaction. (1) Reactant: [Cl:1][C:2]1[N:21]=[C:5]2[C:6]([O:10][C:11]3[CH:16]=[CH:15][C:14]([S:17]([CH3:20])(=[O:19])=[O:18])=[CH:13][CH:12]=3)=[CH:7][CH:8]=[CH:9][N:4]2[N:3]=1.[N:22]1([CH2:27][CH2:28][N:29]2[CH:33]=[C:32]([NH2:34])[CH:31]=[N:30]2)[CH2:26][CH2:25][CH2:24][CH2:23]1.Cl. Product: [CH3:20][S:17]([C:14]1[CH:15]=[CH:16][C:11]([O:10][C:6]2[C:5]3[N:4]([N:3]=[C:2]([NH:34][C:32]4[CH:31]=[N:30][N:29]([CH2:28][CH2:27][N:22]5[CH2:26][CH2:25][CH2:24][CH2:23]5)[CH:33]=4)[N:21]=3)[CH:9]=[CH:8][CH:7]=2)=[CH:12][CH:13]=1)(=[O:19])=[O:18].[ClH:1].[CH3:20][S:17]([C:14]1[CH:15]=[CH:16][C:11]([C:6]2[C:5]3[N:4]([N:3]=[C:2]([NH:34][C:32]4[CH:31]=[N:30][N:29]([CH2:28][CH2:27][N:22]5[CH2:26][CH2:25][CH2:24][CH2:23]5)[CH:33]=4)[N:21]=3)[CH:9]=[CH:8][CH:7]=2)=[CH:12][CH:13]=1)(=[O:19])=[O:18]. The catalyst class is: 12. (2) Reactant: F[C:2]1[CH:7]=[C:6]([F:8])[N:5]=[CH:4][N:3]=1.CCN(C(C)C)C(C)C.[CH3:18][O:19][CH2:20][CH2:21][NH2:22]. Product: [F:8][C:6]1[N:5]=[CH:4][N:3]=[C:2]([NH:22][CH2:21][CH2:20][O:19][CH3:18])[CH:7]=1. The catalyst class is: 7. (3) Reactant: [Br:1][C:2]1[C:3]([F:12])=[C:4]2[C:10]([NH2:11])=[CH:9][NH:8][C:5]2=[N:6][CH:7]=1.[CH:13]1([C:17](O)=[O:18])[CH2:16][CH2:15][CH2:14]1.C(N(CC)CC)C.C1N(P(Cl)(N2C(=O)OCC2)=O)C(=O)OC1.O[Li].O. Product: [Br:1][C:2]1[C:3]([F:12])=[C:4]2[C:10]([NH:11][C:17]([CH:13]3[CH2:16][CH2:15][CH2:14]3)=[O:18])=[CH:9][NH:8][C:5]2=[N:6][CH:7]=1. The catalyst class is: 34. (4) Reactant: C(N(CC)CC)C.[NH2:8][C@@H:9]1[CH2:15][CH2:14][C@@H:13]([C:16]2[CH:21]=[CH:20][CH:19]=[C:18]([F:22])[C:17]=2[F:23])[CH2:12][N:11]([CH2:24][CH2:25][O:26][CH3:27])[C:10]1=[O:28].Cl[C:30](OC1C=CC([N+]([O-])=O)=CC=1)=[O:31].[NH:42]1[CH2:47][CH2:46][CH:45]([N:48]2[CH2:52][C:51](=[O:53])[NH:50][C:49]2=[O:54])[CH2:44][CH2:43]1. Product: [F:23][C:17]1[C:18]([F:22])=[CH:19][CH:20]=[CH:21][C:16]=1[C@H:13]1[CH2:12][N:11]([CH2:24][CH2:25][O:26][CH3:27])[C:10](=[O:28])[C@H:9]([NH:8][C:30]([N:42]2[CH2:43][CH2:44][CH:45]([N:48]3[CH2:52][C:51](=[O:53])[NH:50][C:49]3=[O:54])[CH2:46][CH2:47]2)=[O:31])[CH2:15][CH2:14]1. The catalyst class is: 7. (5) Reactant: [CH2:1]([NH:3][CH2:4][C:5]1[CH:10]=[CH:9][C:8]([O:11][CH3:12])=[CH:7][CH:6]=1)[CH3:2].[OH:13][C:14]1[CH:22]=[CH:21][CH:20]=[C:19]([OH:23])[C:15]=1[C:16](O)=[O:17].C1C=NC2N(O)N=NC=2C=1.C(Cl)CCl. Product: [CH2:1]([N:3]([CH2:4][C:5]1[CH:6]=[CH:7][C:8]([O:11][CH3:12])=[CH:9][CH:10]=1)[C:16](=[O:17])[C:15]1[C:14]([OH:13])=[CH:22][CH:21]=[CH:20][C:19]=1[OH:23])[CH3:2]. The catalyst class is: 31. (6) Reactant: C(O[C:6]([N:8]1[CH2:12][CH2:11][CH2:10][C@@H:9]1[CH2:13][O:14][C:15]1[CH:20]=[CH:19][C:18]([O:21][C:22]2[CH:27]=[CH:26][C:25]([C:28]3([C:31]#N)[CH2:30][CH2:29]3)=[CH:24][CH:23]=2)=[CH:17][CH:16]=1)=O)(C)(C)C.CC(C[AlH]CC(C)C)C.Cl.C([O-])(O)=[O:44].[Na+]. Product: [CH3:6][N:8]1[CH2:12][CH2:11][CH2:10][C@@H:9]1[CH2:13][O:14][C:15]1[CH:16]=[CH:17][C:18]([O:21][C:22]2[CH:23]=[CH:24][C:25]([C:28]3([CH:31]=[O:44])[CH2:29][CH2:30]3)=[CH:26][CH:27]=2)=[CH:19][CH:20]=1. The catalyst class is: 11. (7) Reactant: Br[C:2]1[CH:3]=[N:4][C:5]2[C:10]([CH:11]=1)=[CH:9][C:8]([CH2:12][C:13]([O:15][CH3:16])=[O:14])=[CH:7][CH:6]=2.[Si]([O:24][CH:25]1[CH2:30][CH2:29][NH:28][CH2:27][CH2:26]1)(C(C)(C)C)(C)C.CC1(C)C2C(=C(P(C3C=CC=CC=3)C3C=CC=CC=3)C=CC=2)OC2C(P(C3C=CC=CC=3)C3C=CC=CC=3)=CC=CC1=2.C(O[Na])(C)(C)C. Product: [OH:24][CH:25]1[CH2:30][CH2:29][N:28]([C:2]2[CH:3]=[N:4][C:5]3[C:10]([CH:11]=2)=[CH:9][C:8]([CH2:12][C:13]([O:15][CH3:16])=[O:14])=[CH:7][CH:6]=3)[CH2:27][CH2:26]1. The catalyst class is: 101. (8) The catalyst class is: 9. Reactant: [CH2:1]([O:3][C:4]1[CH:5]=[C:6]([C:13]2[O:17][N:16]=[C:15]([C:18]3[CH:19]=[CH:20][CH:21]=[C:22]4[C:26]=3[NH:25][CH:24]=[C:23]4[CH2:27][CH2:28][C:29]([O:31]CC)=[O:30])[N:14]=2)[CH:7]=[CH:8][C:9]=1[O:10][CH2:11][CH3:12])[CH3:2].[CH2:34]1N2CCN(CC2)C1.C(=O)(OC)OC. Product: [CH2:1]([O:3][C:4]1[CH:5]=[C:6]([C:13]2[O:17][N:16]=[C:15]([C:18]3[CH:19]=[CH:20][CH:21]=[C:22]4[C:26]=3[N:25]([CH3:34])[CH:24]=[C:23]4[CH2:27][CH2:28][C:29]([OH:31])=[O:30])[N:14]=2)[CH:7]=[CH:8][C:9]=1[O:10][CH2:11][CH3:12])[CH3:2]. (9) Reactant: [N+:1]([C:4]1[CH:5]=[C:6]([CH:9]=[CH:10][CH:11]=1)[CH:7]=O)([O-:3])=[O:2].[CH2:12]([CH2:14][NH2:15])[OH:13].[BH4-].[Na+].O. Product: [N+:1]([C:4]1[CH:5]=[C:6]([CH:9]=[CH:10][CH:11]=1)[CH2:7][NH:15][CH2:14][CH2:12][OH:13])([O-:3])=[O:2]. The catalyst class is: 8.